Dataset: Reaction yield outcomes from USPTO patents with 853,638 reactions. Task: Predict the reaction yield, written as a fraction of the theoretical maximum amount of product (1.0 means a 100% yield; for example, 0.34 means a 34% yield). (1) The reactants are [CH2:1]([C@@:8]12[CH2:21][C:20](=[O:22])[C@:19]([OH:29])([C:23]3[CH:28]=[CH:27][CH:26]=[CH:25][CH:24]=3)[CH2:18][C@H:17]1[CH2:16][CH2:15][C:14]1[CH:13]=[C:12]([C:30]([NH:32][C:33]3[C:34]([CH3:39])=[N:35][CH:36]=[CH:37][CH:38]=3)=[O:31])[CH:11]=[CH:10][C:9]2=1)[C:2]1[CH:7]=[CH:6][CH:5]=[CH:4][CH:3]=1.[CH2:40]1COCC1.[Li]C.[NH4+].[Cl-]. The catalyst is C(#N)C.O. The product is [CH2:1]([C@@:8]12[CH2:21][C@:20]([OH:22])([CH3:40])[C@:19]([OH:29])([C:23]3[CH:28]=[CH:27][CH:26]=[CH:25][CH:24]=3)[CH2:18][C@H:17]1[CH2:16][CH2:15][C:14]1[CH:13]=[C:12]([C:30]([NH:32][C:33]3[C:34]([CH3:39])=[N:35][CH:36]=[CH:37][CH:38]=3)=[O:31])[CH:11]=[CH:10][C:9]2=1)[C:2]1[CH:3]=[CH:4][CH:5]=[CH:6][CH:7]=1. The yield is 0.730. (2) The reactants are Br[C:2]1[CH:3]=[C:4]2[C:9](=[CH:10][C:11]=1[O:12][CH3:13])[N:8]=[C:7]([Cl:14])[N:6]=[CH:5]2.[CH3:15][O:16][C:17]1[CH:18]=[C:19](B(O)O)[CH:20]=[C:21]([O:23][CH3:24])[CH:22]=1.C(=O)([O-])[O-].[Ce+3].C(=O)([O-])[O-].C(=O)([O-])[O-].[Ce+3]. The catalyst is C1COCC1.O1CCOCC1.O.Cl[Pd](Cl)([P](C1C=CC=CC=1)(C1C=CC=CC=1)C1C=CC=CC=1)[P](C1C=CC=CC=1)(C1C=CC=CC=1)C1C=CC=CC=1. The product is [Cl:14][C:7]1[N:6]=[CH:5][C:4]2[C:9](=[CH:10][C:11]([O:12][CH3:13])=[C:2]([C:19]3[CH:18]=[C:17]([O:16][CH3:15])[CH:22]=[C:21]([O:23][CH3:24])[CH:20]=3)[CH:3]=2)[N:8]=1. The yield is 0.380. (3) The reactants are [Si:1]([O:8][CH2:9][C@@H:10]1[C@H:14]2[O:15][C:16]([CH3:19])([CH3:18])[O:17][C@H:13]2[C@H:12]([N:20]2[CH:28]=[N:27][C:26]3[C:21]2=[N:22][CH:23]=[N:24][C:25]=3Cl)[O:11]1)([C:4]([CH3:7])([CH3:6])[CH3:5])([CH3:3])[CH3:2].[CH2:30]([Sn](CCCC)(CCCC)C=C)[CH2:31]CC. The catalyst is ClCCCl.Cl[Pd](Cl)([P](C1C=CC=CC=1)(C1C=CC=CC=1)C1C=CC=CC=1)[P](C1C=CC=CC=1)(C1C=CC=CC=1)C1C=CC=CC=1. The product is [Si:1]([O:8][CH2:9][C@@H:10]1[C@H:14]2[O:15][C:16]([CH3:19])([CH3:18])[O:17][C@H:13]2[C@H:12]([N:20]2[CH:28]=[N:27][C:26]3[C:21]2=[N:22][CH:23]=[N:24][C:25]=3[CH:30]=[CH2:31])[O:11]1)([C:4]([CH3:7])([CH3:6])[CH3:5])([CH3:3])[CH3:2]. The yield is 0.670. (4) The reactants are C(OC([N:8]1[CH2:13][CH2:12][O:11][C@@H:10]([C:14]2[CH:19]=[CH:18][C:17]([NH:20][C:21]([NH:23][C:24]3[CH:29]=[C:28]([C:30]#[N:31])[CH:27]=[CH:26][C:25]=3[O:32][CH3:33])=[O:22])=[C:16]([F:34])[CH:15]=2)[CH2:9]1)=O)(C)(C)C.[ClH:35].O1CCOCC1. The catalyst is C1COCC1. The product is [ClH:35].[C:30]([C:28]1[CH:27]=[CH:26][C:25]([O:32][CH3:33])=[C:24]([NH:23][C:21]([NH:20][C:17]2[CH:18]=[CH:19][C:14]([C@@H:10]3[O:11][CH2:12][CH2:13][NH:8][CH2:9]3)=[CH:15][C:16]=2[F:34])=[O:22])[CH:29]=1)#[N:31]. The yield is 0.750.